This data is from Peptide-MHC class I binding affinity with 185,985 pairs from IEDB/IMGT. The task is: Regression. Given a peptide amino acid sequence and an MHC pseudo amino acid sequence, predict their binding affinity value. This is MHC class I binding data. The peptide sequence is ITPDDGLGL. The MHC is HLA-A02:06 with pseudo-sequence HLA-A02:06. The binding affinity (normalized) is 0.225.